From a dataset of Catalyst prediction with 721,799 reactions and 888 catalyst types from USPTO. Predict which catalyst facilitates the given reaction. Reactant: [NH2:1][C:2]1[NH:6][N:5]=[CH:4][C:3]=1[C:7]([C:9]1[S:10][CH:11]=[CH:12][CH:13]=1)=[O:8].[Cl:14][C:15]1[CH:20]=[CH:19][C:18]([C:21](=O)[CH:22]=[CH:23]N(C)C)=[CH:17][C:16]=1[N:28]([CH3:32])[C:29](=[O:31])[CH3:30].C(OCC)(=O)C. Product: [Cl:14][C:15]1[CH:20]=[CH:19][C:18]([C:21]2[N:6]3[N:5]=[CH:4][C:3]([C:7]([C:9]4[S:10][CH:11]=[CH:12][CH:13]=4)=[O:8])=[C:2]3[N:1]=[CH:23][CH:22]=2)=[CH:17][C:16]=1[N:28]([CH3:32])[C:29](=[O:31])[CH3:30]. The catalyst class is: 15.